From a dataset of Reaction yield outcomes from USPTO patents with 853,638 reactions. Predict the reaction yield, written as a fraction of the theoretical maximum amount of product (1.0 means a 100% yield; for example, 0.34 means a 34% yield). (1) The reactants are [Br:1][C:2]1[CH:3]=[C:4]2[C:9](=[CH:10][CH:11]=1)[O:8][CH:7]([C:12]1[CH:17]=[CH:16][N:15]=[CH:14][CH:13]=1)[CH2:6][C:5]2=O.C[Si]([N:23]=[C:24]=[N:25][Si](C)(C)C)(C)C. The catalyst is C(Cl)Cl.Cl[Ti](Cl)(Cl)Cl. The product is [Br:1][C:2]1[CH:3]=[C:4]2[C:9](=[CH:10][CH:11]=1)[O:8][CH:7]([C:12]1[CH:17]=[CH:16][N:15]=[CH:14][CH:13]=1)[CH2:6]/[C:5]/2=[N:25]\[C:24]#[N:23]. The yield is 1.00. (2) The reactants are [N:1]([C:4]1[CH:5]=[C:6]([CH:10]=[CH:11][CH:12]=1)[C:7]([OH:9])=[O:8])=[C:2]=[S:3].C(N(C(C)C)CC)(C)C.Cl.[NH:23]([CH2:25][C:26](OCC)=[O:27])[NH2:24]. The catalyst is ClCCl. The product is [NH2:24][N:23]1[CH2:25][C:26](=[O:27])[N:1]([C:4]2[CH:12]=[CH:11][CH:10]=[C:6]([C:7]([OH:9])=[O:8])[CH:5]=2)[C:2]1=[S:3]. The yield is 0.220. (3) The yield is 0.140. The reactants are [CH3:1][O:2][C:3]1[CH:4]=[C:5]2[C:10](=[CH:11][C:12]=1[O:13][CH3:14])[N:9]=[CH:8][CH:7]=[C:6]2[O:15][C:16]1[CH:21]=[C:20]([O:22][CH3:23])[CH:19]=[CH:18][C:17]=1[CH:24]([OH:27])[CH2:25][CH3:26].O. The product is [CH3:1][O:2][C:3]1[CH:4]=[C:5]2[C:10](=[CH:11][C:12]=1[O:13][CH3:14])[N:9]=[CH:8][CH:7]=[C:6]2[O:15][C:16]1[CH:21]=[C:20]([O:22][CH3:23])[CH:19]=[CH:18][C:17]=1[C:24](=[O:27])[CH2:25][CH3:26]. The catalyst is CS(C)=O. (4) The reactants are [CH:1]([C:3]1[CH:4]=[CH:5][C:6]([O:9][C:10]2[CH:18]=[CH:17][C:13]([C:14]([NH2:16])=[O:15])=[CH:12][CH:11]=2)=[N:7][CH:8]=1)=O.[C:19]1([CH:25]2[CH2:29][CH2:28][NH:27][CH2:26]2)[CH:24]=[CH:23][CH:22]=[CH:21][CH:20]=1.C(O[BH-](OC(=O)C)OC(=O)C)(=O)C.[Na+].CC(O)=O. The catalyst is C(Cl)Cl. The product is [C:19]1([CH:25]2[CH2:29][CH2:28][N:27]([CH2:1][C:3]3[CH:4]=[CH:5][C:6]([O:9][C:10]4[CH:18]=[CH:17][C:13]([C:14]([NH2:16])=[O:15])=[CH:12][CH:11]=4)=[N:7][CH:8]=3)[CH2:26]2)[CH:24]=[CH:23][CH:22]=[CH:21][CH:20]=1. The yield is 0.360. (5) The reactants are [F:1][C:2]1[C:22]([CH:23]=[CH2:24])=[CH:21][CH:20]=[CH:19][C:3]=1[O:4][C:5]1[CH2:9][N:8]([C@@H:10]([CH2:14][CH:15]([CH3:17])[CH3:16])[C:11](O)=[O:12])[C:7](=[O:18])[CH:6]=1.[CH3:25][C:26]1([CH3:38])[O:30][C@H:29]([CH2:31][N:32]2[CH:36]=[CH:35][C:34]([NH2:37])=[N:33]2)[CH2:28][O:27]1.F[P-](F)(F)(F)(F)F.N1(O[P+](N(C)C)(N(C)C)N(C)C)C2C=CC=CC=2N=N1.C(N(CC)CC)C. The catalyst is CN(C)C=O. The product is [CH3:25][C:26]1([CH3:38])[O:30][C@H:29]([CH2:31][N:32]2[CH:36]=[CH:35][C:34]([NH:37][C:11](=[O:12])[C@@H:10]([N:8]3[CH2:9][C:5]([O:4][C:3]4[CH:19]=[CH:20][CH:21]=[C:22]([CH:23]=[CH2:24])[C:2]=4[F:1])=[CH:6][C:7]3=[O:18])[CH2:14][CH:15]([CH3:17])[CH3:16])=[N:33]2)[CH2:28][O:27]1. The yield is 0.650. (6) The reactants are NC1C=C(C(C2C=CC(OC)=C(OC)C=2)=CC#N)C=CC=1OC.[CH3:24][O:25][C:26]1[CH:27]=[C:28](Br)[CH:29]=[C:30]([O:32][CH3:33])[CH:31]=1.[Mg].[CH3:36][O:37][C:38]1[CH:39]=[C:40]([CH:43]=[CH:44][C:45]=1[N+:46]([O-:48])=[O:47])[CH:41]=[O:42]. The product is [CH3:36][O:37][C:38]1[CH:39]=[C:40]([CH:41]([C:28]2[CH:27]=[C:26]([O:25][CH3:24])[CH:31]=[C:30]([O:32][CH3:33])[CH:29]=2)[OH:42])[CH:43]=[CH:44][C:45]=1[N+:46]([O-:48])=[O:47]. No catalyst specified. The yield is 0.730. (7) The reactants are [NH2:1][C@@H:2]1[CH2:7][CH2:6][C@H:5]([N:8]2[C:13](=[O:14])[C:12]3[CH:15]=[C:16]([F:19])[CH:17]=[N:18][C:11]=3[N:10]([C:20]3[CH:21]=[C:22]([C:26]4[CH:31]=[CH:30][CH:29]=[CH:28][C:27]=4[CH2:32][N:33]4[CH2:38][CH2:37][O:36][CH2:35][CH2:34]4)[CH:23]=[CH:24][CH:25]=3)[C:9]2=[O:39])[CH2:4][CH2:3]1.[C:40](O)(=[O:48])[C:41]1[C:42](=[CH:44][CH:45]=[CH:46][CH:47]=1)[OH:43].F[P-](F)(F)(F)(F)F.N1(OC(N(C)C)=[N+](C)C)C2N=CC=CC=2N=N1.C(N(CC)C(C)C)(C)C. The catalyst is CN(C=O)C.C(OCC)(=O)C. The product is [F:19][C:16]1[CH:17]=[N:18][C:11]2[N:10]([C:20]3[CH:21]=[C:22]([C:26]4[CH:31]=[CH:30][CH:29]=[CH:28][C:27]=4[CH2:32][N:33]4[CH2:38][CH2:37][O:36][CH2:35][CH2:34]4)[CH:23]=[CH:24][CH:25]=3)[C:9](=[O:39])[N:8]([C@@H:5]3[CH2:6][CH2:7][C@H:2]([NH:1][C:40](=[O:48])[C:41]4[CH:47]=[CH:46][CH:45]=[CH:44][C:42]=4[OH:43])[CH2:3][CH2:4]3)[C:13](=[O:14])[C:12]=2[CH:15]=1. The yield is 0.120.